The task is: Predict which catalyst facilitates the given reaction.. This data is from Catalyst prediction with 721,799 reactions and 888 catalyst types from USPTO. (1) Reactant: [CH3:1][C:2]1[CH:11]=[CH:10][C:9]([N:12]2[CH2:17][CH2:16][N:15]([CH3:18])[CH2:14][CH2:13]2)=[C:8]2[C:3]=1[CH2:4][CH2:5][C@@H:6]([NH:19][C:20](=[O:33])[C:21]1[CH:26]=[CH:25][C:24]([N:27]3[CH2:32][CH2:31][O:30][CH2:29][CH2:28]3)=[CH:23][CH:22]=1)[CH2:7]2.[C:34]([OH:41])(=[O:40])/[CH:35]=[CH:36]\[C:37]([OH:39])=[O:38].C(OCC)C. Product: [C:34]([OH:41])(=[O:40])/[CH:35]=[CH:36]\[C:37]([OH:39])=[O:38].[CH3:1][C:2]1[CH:11]=[CH:10][C:9]([N:12]2[CH2:17][CH2:16][N:15]([CH3:18])[CH2:14][CH2:13]2)=[C:8]2[C:3]=1[CH2:4][CH2:5][C@@H:6]([NH:19][C:20](=[O:33])[C:21]1[CH:26]=[CH:25][C:24]([N:27]3[CH2:32][CH2:31][O:30][CH2:29][CH2:28]3)=[CH:23][CH:22]=1)[CH2:7]2. The catalyst class is: 7. (2) Reactant: [F:1][C:2]1[CH:3]=[C:4]([N:18]2[CH2:23][CH2:22][N:21](C(OC(C)(C)C)=O)[CH2:20][CH2:19]2)[CH:5]=[CH:6][C:7]=1[O:8][CH2:9][CH2:10][CH2:11][N:12]1[CH2:17][CH2:16][CH2:15][CH2:14][CH2:13]1.C(Cl)Cl. Product: [F:1][C:2]1[CH:3]=[C:4]([N:18]2[CH2:19][CH2:20][NH:21][CH2:22][CH2:23]2)[CH:5]=[CH:6][C:7]=1[O:8][CH2:9][CH2:10][CH2:11][N:12]1[CH2:13][CH2:14][CH2:15][CH2:16][CH2:17]1. The catalyst class is: 67.